This data is from Forward reaction prediction with 1.9M reactions from USPTO patents (1976-2016). The task is: Predict the product of the given reaction. (1) Given the reactants [I:1][C:2]1[CH:3]=[C:4]([CH:8]=[CH:9][CH:10]=1)[C:5]([OH:7])=O.CCN(C(C)C)C(C)C.CN(C(O[N:28]1[N:36]=N[C:30]2C=CC=C[C:29]1=2)=[N+](C)C)C.[B-](F)(F)(F)F.C1C[O:45]CC1, predict the reaction product. The product is: [C:29]([NH:28][NH:36][C:5](=[O:7])[C:4]1[CH:8]=[CH:9][CH:10]=[C:2]([I:1])[CH:3]=1)(=[O:45])[CH3:30]. (2) Given the reactants [C:1]1([NH:7][N:8]=[C:9]([C:12]#[N:13])[C:10]#[N:11])[CH:6]=[CH:5][CH:4]=[CH:3][CH:2]=1.NC1C=CC=CC=1.C(#N)CC#N.Cl.[Br:27][C:28]1[CH:33]=[CH:32][C:31]([NH:34][NH2:35])=[CH:30][CH:29]=1.[OH-].[Na+], predict the reaction product. The product is: [Br:27][C:28]1[CH:33]=[CH:32][C:31]([N:34]2[C:10]([NH2:11])=[C:9]([N:8]=[N:7][C:1]3[CH:6]=[CH:5][CH:4]=[CH:3][CH:2]=3)[C:12]([NH2:13])=[N:35]2)=[CH:30][CH:29]=1. (3) Given the reactants [F:1][C:2]([F:40])([F:39])[C:3]1[CH:4]=[C:5]([CH:32]=[C:33]([C:35]([F:38])([F:37])[F:36])[CH:34]=1)[CH2:6][N:7]([CH3:31])[C:8]([C@@H:10]1[CH2:15][CH2:14][N:13](C(OC(C)(C)C)=O)[CH2:12][C@H:11]1[C:23]1[CH:28]=[CH:27][C:26]([F:29])=[CH:25][C:24]=1[CH3:30])=[O:9].[ClH:41].C(OCC)(=O)C, predict the reaction product. The product is: [ClH:41].[F:40][C:2]([F:1])([F:39])[C:3]1[CH:4]=[C:5]([CH:32]=[C:33]([C:35]([F:36])([F:37])[F:38])[CH:34]=1)[CH2:6][N:7]([CH3:31])[C:8]([C@@H:10]1[CH2:15][CH2:14][NH:13][CH2:12][C@H:11]1[C:23]1[CH:28]=[CH:27][C:26]([F:29])=[CH:25][C:24]=1[CH3:30])=[O:9].